This data is from Full USPTO retrosynthesis dataset with 1.9M reactions from patents (1976-2016). The task is: Predict the reactants needed to synthesize the given product. Given the product [Br:1][CH2:25][C:22]1[CH:23]=[CH:24][C:19]([N:17]2[CH:18]=[C:13]([Cl:12])[CH:14]=[CH:15][C:16]2=[O:27])=[CH:20][CH:21]=1, predict the reactants needed to synthesize it. The reactants are: [Br:1]N1C(=O)CCC1=O.CSC.[Cl:12][C:13]1[CH:14]=[CH:15][C:16](=[O:27])[N:17]([C:19]2[CH:24]=[CH:23][C:22]([CH2:25]O)=[CH:21][CH:20]=2)[CH:18]=1.O.